Predict the reactants needed to synthesize the given product. From a dataset of Full USPTO retrosynthesis dataset with 1.9M reactions from patents (1976-2016). Given the product [NH2:1][C:2]1[N:6]([C:7]2[CH:16]=[CH:15][C:10]3[NH:11][C:12]([CH3:14])=[N:13][C:9]=3[CH:8]=2)[N:5]=[CH:4][C:3]=1[C:17]([C:19]1[N:20]([S:29]([C:32]2[CH:37]=[CH:36][C:35]([CH3:38])=[CH:34][CH:33]=2)(=[O:31])=[O:30])[C:21]2[C:26]([CH:27]=1)=[CH:25][CH:24]=[C:23]([C:45]1[CH:50]=[CH:49][N:48]=[N:47][CH:46]=1)[CH:22]=2)=[O:18], predict the reactants needed to synthesize it. The reactants are: [NH2:1][C:2]1[N:6]([C:7]2[CH:16]=[CH:15][C:10]3[NH:11][C:12]([CH3:14])=[N:13][C:9]=3[CH:8]=2)[N:5]=[CH:4][C:3]=1[C:17]([C:19]1[N:20]([S:29]([C:32]2[CH:37]=[CH:36][C:35]([CH3:38])=[CH:34][CH:33]=2)(=[O:31])=[O:30])[C:21]2[C:26]([CH:27]=1)=[CH:25][CH:24]=[C:23](I)[CH:22]=2)=[O:18].C([O-])(=O)C.[K+].Br[C:45]1[CH:50]=[CH:49][N:48]=[N:47][CH:46]=1.C(=O)(O)[O-].[Na+].